From a dataset of Forward reaction prediction with 1.9M reactions from USPTO patents (1976-2016). Predict the product of the given reaction. (1) Given the reactants [N:1]([CH:4]1[CH:10]([OH:11])[CH2:9][CH2:8][CH2:7][N:6]([C:12]([O:14][CH2:15][C:16]2[CH:21]=[CH:20][CH:19]=[CH:18][CH:17]=2)=[O:13])[CH2:5]1)=[N+]=[N-].C1C=CC(P(C2C=CC=CC=2)C2C=CC=CC=2)=CC=1, predict the reaction product. The product is: [NH2:1][CH:4]1[CH:10]([OH:11])[CH2:9][CH2:8][CH2:7][N:6]([C:12]([O:14][CH2:15][C:16]2[CH:21]=[CH:20][CH:19]=[CH:18][CH:17]=2)=[O:13])[CH2:5]1. (2) Given the reactants [C:1]([O:5][C:6]([N:8]1[CH2:11][CH2:10][C@H:9]1[C:12](O)=[O:13])=[O:7])([CH3:4])([CH3:3])[CH3:2].S([O-])(O)(=O)=O.[K+], predict the reaction product. The product is: [C:1]([O:5][C:6]([N:8]1[CH2:11][CH2:10][C@H:9]1[CH2:12][OH:13])=[O:7])([CH3:4])([CH3:3])[CH3:2]. (3) Given the reactants S(Cl)(Cl)=O.[Cl:5][C:6]1[C:11](Cl)=[C:10]([C:13]([OH:15])=O)[CH:9]=[CH:8][N:7]=1.Cl.Cl.[CH3:18][NH:19][NH:20][CH3:21].CCN(C(C)C)C(C)C.C(N(CC)CC)C, predict the reaction product. The product is: [Cl:5][C:6]1[N:7]=[CH:8][CH:9]=[C:10]2[C:13](=[O:15])[N:20]([CH3:21])[N:19]([CH3:18])[C:11]=12. (4) Given the reactants Cl.Cl[C:3]1C=CC=C[C:4]=1C(OC1CNC1)C1C=CC=CC=1Cl.[N-]=C=O.[Cl:25][C:26]1[CH:51]=[CH:50][CH:49]=[CH:48][C:27]=1[CH:28]([O:36][CH:37]1[CH2:40][N:39]([C:41]([NH:43][C:44](C)(C)[CH3:45])=[O:42])[CH2:38]1)[C:29]1[CH:34]=[CH:33][CH:32]=[CH:31][C:30]=1[Cl:35], predict the reaction product. The product is: [Cl:35][C:30]1[CH:31]=[CH:32][CH:33]=[CH:34][C:29]=1[CH:28]([O:36][CH:37]1[CH2:40][N:39]([C:41]([NH:43][CH2:44][CH2:45][CH2:3][CH3:4])=[O:42])[CH2:38]1)[C:27]1[CH:48]=[CH:49][CH:50]=[CH:51][C:26]=1[Cl:25].